This data is from Reaction yield outcomes from USPTO patents with 853,638 reactions. The task is: Predict the reaction yield, written as a fraction of the theoretical maximum amount of product (1.0 means a 100% yield; for example, 0.34 means a 34% yield). (1) The yield is 0.795. The product is [NH2:14][C:11]1[CH:12]=[CH:13][C:5]([O:4][CH:1]([CH3:3])[CH3:2])=[C:6]([CH:10]=1)[C:7]([OH:9])=[O:8]. The catalyst is CCO.[Pd]. The reactants are [CH:1]([O:4][C:5]1[CH:13]=[CH:12][C:11]([N+:14]([O-])=O)=[CH:10][C:6]=1[C:7]([OH:9])=[O:8])([CH3:3])[CH3:2]. (2) The reactants are [CH3:1][C:2]1[C:6]([C:7]2[CH:16]=[CH:15][C:14]3[C:9](=[CH:10][CH:11]=[C:12]([CH2:17][C:18]([OH:20])=O)[CH:13]=3)[N:8]=2)=[C:5]([CH3:21])[O:4][N:3]=1.Cl.[CH3:23][C:24]1[CH:29]=[C:28]([CH3:30])[CH:27]=[CH:26][C:25]=1[CH:31]([C:33]1[CH:38]=[CH:37][CH:36]=[CH:35][CH:34]=1)[NH2:32]. No catalyst specified. The product is [CH3:1][C:2]1[C:6]([C:7]2[CH:16]=[CH:15][C:14]3[C:9](=[CH:10][CH:11]=[C:12]([CH2:17][C:18]([NH:32][CH:31]([C:25]4[CH:26]=[CH:27][C:28]([CH3:30])=[CH:29][C:24]=4[CH3:23])[C:33]4[CH:34]=[CH:35][CH:36]=[CH:37][CH:38]=4)=[O:20])[CH:13]=3)[N:8]=2)=[C:5]([CH3:21])[O:4][N:3]=1. The yield is 0.390. (3) The reactants are [C@@H:1]1([O:12][C:13]2[CH:18]=[CH:17][C:16](N)=[CH:15][CH:14]=2)[O:9][C@H:8]([CH2:10][OH:11])[C@@H:6]([OH:7])[C@H:4]([OH:5])[C@H:2]1[OH:3].[C:20](Cl)(=[O:32])[CH2:21][CH2:22][CH2:23][CH2:24][CH2:25][CH2:26][CH2:27][CH2:28][CH2:29][CH2:30][CH3:31].C([N:36](CC)CC)C. The catalyst is O1CCCC1. The product is [C@@H:1]1([O:12][C:13]2[CH:18]=[CH:17][CH:16]=[CH:15][C:14]=2[NH:36][C:20](=[O:32])[CH2:21][CH2:22][CH2:23][CH2:24][CH2:25][CH2:26][CH2:27][CH2:28][CH2:29][CH2:30][CH3:31])[O:9][C@H:8]([CH2:10][OH:11])[C@@H:6]([OH:7])[C@H:4]([OH:5])[C@H:2]1[OH:3]. The yield is 0.800. (4) The reactants are C([O:3][C:4](=O)[C:5]([O:8][C:9]1[CH:42]=[CH:41][C:12]2[O:13][CH2:14][C:15]3[N:40]=[CH:39][CH:38]=[CH:37][C:16]=3[C:17](=[CH:18][CH2:19][CH2:20][N:21]3[CH2:26][CH2:25][C:24]([C:28]4[CH:33]=[CH:32][C:31]([Cl:34])=[CH:30][CH:29]=4)([OH:27])[C:23]([CH3:36])([CH3:35])[CH2:22]3)[C:11]=2[CH:10]=1)([CH3:7])[CH3:6])C.[H-].[Al+3].[Li+].[H-].[H-].[H-]. The catalyst is O1CCCC1.C(OCC)(=O)C. The product is [Cl:34][C:31]1[CH:32]=[CH:33][C:28]([C:24]2([OH:27])[CH2:25][CH2:26][N:21]([CH2:20][CH2:19][CH:18]=[C:17]3[C:16]4[CH:37]=[CH:38][CH:39]=[N:40][C:15]=4[CH2:14][O:13][C:12]4[CH:41]=[CH:42][C:9]([O:8][C:5]([CH3:6])([CH3:7])[CH2:4][OH:3])=[CH:10][C:11]3=4)[CH2:22][C:23]2([CH3:36])[CH3:35])=[CH:29][CH:30]=1. The yield is 0.940. (5) The reactants are [F:1][C:2]1[CH:7]=[CH:6][C:5]([C:8]2[C:12]3[C:13]([CH3:20])=[C:14]([NH2:19])[C:15]([CH3:18])=[C:16]([CH3:17])[C:11]=3[O:10][C:9]=2[CH3:21])=[CH:4][CH:3]=1.[CH3:22][O:23][C:24]1[CH:32]=[CH:31][C:27]([C:28](Cl)=[O:29])=[CH:26][CH:25]=1. The catalyst is C(OCC)(=O)C. The product is [F:1][C:2]1[CH:7]=[CH:6][C:5]([C:8]2[C:12]3[C:13]([CH3:20])=[C:14]([NH:19][C:28](=[O:29])[C:27]4[CH:31]=[CH:32][C:24]([O:23][CH3:22])=[CH:25][CH:26]=4)[C:15]([CH3:18])=[C:16]([CH3:17])[C:11]=3[O:10][C:9]=2[CH3:21])=[CH:4][CH:3]=1. The yield is 0.750.